This data is from Reaction yield outcomes from USPTO patents with 853,638 reactions. The task is: Predict the reaction yield, written as a fraction of the theoretical maximum amount of product (1.0 means a 100% yield; for example, 0.34 means a 34% yield). The product is [CH2:1]([N:4]1[CH:8]=[CH:7][N:6]=[C:5]1[C:9]1[S:10][C:11]([Sn:37]([CH2:38][CH2:39][CH2:40][CH3:41])([CH2:42][CH2:43][CH2:44][CH3:45])[CH2:33][CH2:34][CH2:35][CH3:36])=[CH:12][C:13]=1[C:14]1[CH:19]=[CH:18][C:17]([Cl:20])=[CH:16][C:15]=1[Cl:21])[CH:2]=[CH2:3]. The catalyst is C1COCC1. The yield is 0.710. The reactants are [CH2:1]([N:4]1[CH:8]=[CH:7][N:6]=[C:5]1[C:9]1[S:10][CH:11]=[CH:12][C:13]=1[C:14]1[CH:19]=[CH:18][C:17]([Cl:20])=[CH:16][C:15]=1[Cl:21])[CH:2]=[CH2:3].C([Li])CCC.CCCCCC.[CH2:33]([Sn:37](Cl)([CH2:42][CH2:43][CH2:44][CH3:45])[CH2:38][CH2:39][CH2:40][CH3:41])[CH2:34][CH2:35][CH3:36].